The task is: Predict which catalyst facilitates the given reaction.. This data is from Catalyst prediction with 721,799 reactions and 888 catalyst types from USPTO. (1) Reactant: [C:1]([C:3]1[CH:4]=[C:5]([C:9]2[CH:10]=[C:11]([CH:16]=[C:17]([CH:19]=[N:20][CH2:21][CH:22]3[CH2:27][CH2:26][N:25]([C:28]([O:30][C:31]([CH3:34])([CH3:33])[CH3:32])=[O:29])[CH2:24][CH2:23]3)[CH:18]=2)[C:12]([O:14][CH3:15])=[O:13])[CH:6]=[CH:7][CH:8]=1)#[N:2].CO.[BH4-].[Na+].C1(C)C=CC=CC=1. Product: [C:1]([C:3]1[CH:4]=[C:5]([C:9]2[CH:10]=[C:11]([CH:16]=[C:17]([CH2:19][NH:20][CH2:21][CH:22]3[CH2:27][CH2:26][N:25]([C:28]([O:30][C:31]([CH3:34])([CH3:33])[CH3:32])=[O:29])[CH2:24][CH2:23]3)[CH:18]=2)[C:12]([O:14][CH3:15])=[O:13])[CH:6]=[CH:7][CH:8]=1)#[N:2]. The catalyst class is: 6. (2) Reactant: Cl.[CH2:2]([N:4]=[C:5]=NCCCN(C)C)C.Cl.CNC.N1(O)C2C=CC=CC=2N=N1.C(N(C(C)C)C(C)C)C.[CH:36]([C@H:39]([CH2:43]/[CH:44]=[CH:45]/[CH2:46][CH:47]([C:51](=[O:66])[C:52]1[CH:57]=[CH:56][C:55]([O:58][CH3:59])=[C:54]([O:60][CH2:61][CH2:62][CH2:63][O:64][CH3:65])[CH:53]=1)[CH:48]([CH3:50])[CH3:49])[C:40](O)=[O:41])([CH3:38])[CH3:37]. Product: [CH:36]([C@H:39]([CH2:43]/[CH:44]=[CH:45]/[CH2:46][CH:47]([C:51](=[O:66])[C:52]1[CH:57]=[CH:56][C:55]([O:58][CH3:59])=[C:54]([O:60][CH2:61][CH2:62][CH2:63][O:64][CH3:65])[CH:53]=1)[CH:48]([CH3:50])[CH3:49])[C:40]([N:4]([CH3:5])[CH3:2])=[O:41])([CH3:38])[CH3:37]. The catalyst class is: 355. (3) Reactant: [CH2:1]([O:3][CH:4]([O:13][CH2:14][CH3:15])[C:5]1[CH:12]=[CH:11][C:8]([CH:9]=O)=[CH:7][CH:6]=1)[CH3:2].[CH3:16][NH:17][CH3:18].O.[BH4-].[Na+]. Product: [CH2:1]([O:3][CH:4]([O:13][CH2:14][CH3:15])[C:5]1[CH:12]=[CH:11][C:8]([CH2:9][N:17]([CH3:18])[CH3:16])=[CH:7][CH:6]=1)[CH3:2]. The catalyst class is: 5. (4) Reactant: [CH3:1][O:2][C:3]1[CH:23]=[N:22][C:6]2[N:7](C(OCC3C=CC=CC=3)=O)[CH2:8][C:9](=[O:11])[NH:10][C:5]=2[CH:4]=1.CO. Product: [CH3:1][O:2][C:3]1[CH:23]=[N:22][C:6]2[NH:7][CH2:8][C:9](=[O:11])[NH:10][C:5]=2[CH:4]=1. The catalyst class is: 457. (5) Reactant: [NH:1]1[C:9]2[CH:8]=[CH:7][CH:6]=[C:5]3[CH2:10][N:11]([C:14]([O:16][C:17]([CH3:20])([CH3:19])[CH3:18])=[O:15])[CH2:12][CH2:13][C:3]([C:4]=23)=[CH:2]1.ClC1C(=O)C(C#N)=C(C#N)C(=[O:29])C=1Cl. Product: [O:29]=[C:13]1[C:3]2=[CH:2][NH:1][C:9]3[CH:8]=[CH:7][CH:6]=[C:5]([C:4]=32)[CH2:10][N:11]([C:14]([O:16][C:17]([CH3:20])([CH3:19])[CH3:18])=[O:15])[CH2:12]1. The catalyst class is: 20. (6) Reactant: Br[CH2:2][C:3]([N:5]1[CH2:23][CH2:22][CH2:21][C@H:6]1[C:7]([NH:9][C:10]1[CH:15]=[CH:14][CH:13]=[CH:12][C:11]=1[N:16]1[CH:20]=[CH:19][CH:18]=[CH:17]1)=[O:8])=[O:4].[C:24]1([N:30]2[C:34]([SH:35])=[N:33][N:32]=[N:31]2)[CH:29]=[CH:28][CH:27]=[CH:26][CH:25]=1.C(=O)([O-])[O-].[Cs+].[Cs+]. Product: [C:24]1([N:30]2[C:34]([S:35][CH2:2][C:3]([N:5]3[CH2:23][CH2:22][CH2:21][C@H:6]3[C:7]([NH:9][C:10]3[CH:15]=[CH:14][CH:13]=[CH:12][C:11]=3[N:16]3[CH:20]=[CH:19][CH:18]=[CH:17]3)=[O:8])=[O:4])=[N:33][N:32]=[N:31]2)[CH:25]=[CH:26][CH:27]=[CH:28][CH:29]=1. The catalyst class is: 3. (7) Reactant: [CH2:1]1[C:9]2[C:4](=[CH:5][CH:6]=[CH:7][CH:8]=2)[CH2:3][NH:2]1.[F:10][C:11]1[CH:16]=[CH:15][C:14]([C:17]2[O:18][C:19]3[CH:29]=[CH:28][C:27]([C:30]4[CH:31]=[C:32]([CH:36]=[CH:37][CH:38]=4)[C:33](O)=[O:34])=[CH:26][C:20]=3[C:21]=2[C:22](=[O:25])[NH:23][CH3:24])=[CH:13][CH:12]=1.CN(C(ON1N=NC2C=CC=NC1=2)=[N+](C)C)C.F[P-](F)(F)(F)(F)F.CCN(C(C)C)C(C)C. Product: [F:10][C:11]1[CH:16]=[CH:15][C:14]([C:17]2[O:18][C:19]3[CH:29]=[CH:28][C:27]([C:30]4[CH:38]=[CH:37][CH:36]=[C:32]([C:33]([N:2]5[CH2:3][C:4]6[C:9](=[CH:8][CH:7]=[CH:6][CH:5]=6)[CH2:1]5)=[O:34])[CH:31]=4)=[CH:26][C:20]=3[C:21]=2[C:22]([NH:23][CH3:24])=[O:25])=[CH:13][CH:12]=1. The catalyst class is: 121. (8) Reactant: C(OC([NH:11][C@H:12]([C:19]1[CH:20]=[C:21]([NH:25][C:26]([O:28][CH2:29][CH2:30][C:31]2[CH:36]=[CH:35][C:34]([CH:37]([NH:41][C:42]3[CH:51]=[CH:50][C:49]4[C:44](=[CH:45][CH:46]=[CH:47][C:48]=4[N:52]([C:60]([O:62][C:63]([CH3:66])([CH3:65])[CH3:64])=[O:61])[C:53]([O:55][C:56]([CH3:59])([CH3:58])[CH3:57])=[O:54])[CH:43]=3)[C:38]([OH:40])=[O:39])=[CH:33][C:32]=2[CH3:67])=[O:27])[CH:22]=[CH:23][CH:24]=1)[CH2:13][C:14]([O:16][CH2:17][CH3:18])=[O:15])=O)C1C=CC=CC=1. Product: [NH2:11][C@H:12]([C:19]1[CH:20]=[C:21]([NH:25][C:26]([O:28][CH2:29][CH2:30][C:31]2[CH:36]=[CH:35][C:34]([CH:37]([NH:41][C:42]3[CH:51]=[CH:50][C:49]4[C:44](=[CH:45][CH:46]=[CH:47][C:48]=4[N:52]([C:60]([O:62][C:63]([CH3:66])([CH3:65])[CH3:64])=[O:61])[C:53]([O:55][C:56]([CH3:59])([CH3:57])[CH3:58])=[O:54])[CH:43]=3)[C:38]([OH:40])=[O:39])=[CH:33][C:32]=2[CH3:67])=[O:27])[CH:22]=[CH:23][CH:24]=1)[CH2:13][C:14]([O:16][CH2:17][CH3:18])=[O:15]. The catalyst class is: 750. (9) The catalyst class is: 137. Reactant: [F:1][C:2]1[CH:7]=[C:6]([C:8]2[CH:9]=[C:10]3[C:16]([C:17]4[CH:18]=[N:19][N:20]([CH2:22][C:23]5[CH:28]=[CH:27][CH:26]=[C:25]([F:29])[CH:24]=5)[CH:21]=4)=[CH:15][N:14]([S:30]([C:33]4[CH:39]=[CH:38][C:36]([CH3:37])=[CH:35][CH:34]=4)(=[O:32])=[O:31])[C:11]3=[N:12][CH:13]=2)[CH:5]=[CH:4][C:3]=1[N:40]1[CH2:45][CH2:44][N:43](C(OC(C)(C)C)=O)[CH2:42][CH2:41]1. Product: [F:1][C:2]1[CH:7]=[C:6]([C:8]2[CH:9]=[C:10]3[C:16]([C:17]4[CH:18]=[N:19][N:20]([CH2:22][C:23]5[CH:28]=[CH:27][CH:26]=[C:25]([F:29])[CH:24]=5)[CH:21]=4)=[CH:15][N:14]([S:30]([C:33]4[CH:34]=[CH:35][C:36]([CH3:37])=[CH:38][CH:39]=4)(=[O:32])=[O:31])[C:11]3=[N:12][CH:13]=2)[CH:5]=[CH:4][C:3]=1[N:40]1[CH2:41][CH2:42][NH:43][CH2:44][CH2:45]1.